Dataset: Reaction yield outcomes from USPTO patents with 853,638 reactions. Task: Predict the reaction yield, written as a fraction of the theoretical maximum amount of product (1.0 means a 100% yield; for example, 0.34 means a 34% yield). (1) The reactants are [F:1][C:2]([F:24])([F:23])[O:3][C:4]1[CH:9]=[CH:8][C:7]([N:10]2[CH:14]=[C:13]([C:15]3[CH:22]=[CH:21][C:18]([CH:19]=O)=[CH:17][CH:16]=3)[N:12]=[CH:11]2)=[CH:6][CH:5]=1.[CH3:25][O:26][C@@H:27]1[C@H:32]([O:33][CH3:34])[C@@H:31]([O:35][CH3:36])[C@H:30]([CH3:37])[O:29][C@H:28]1[O:38][NH2:39]. The catalyst is CCO. The product is [CH3:25][O:26][C@@H:27]1[C@H:32]([O:33][CH3:34])[C@@H:31]([O:35][CH3:36])[C@H:30]([CH3:37])[O:29][C@H:28]1[O:38][N:39]=[CH:19][C:18]1[CH:21]=[CH:22][C:15]([C:13]2[N:12]=[CH:11][N:10]([C:7]3[CH:8]=[CH:9][C:4]([O:3][C:2]([F:23])([F:1])[F:24])=[CH:5][CH:6]=3)[CH:14]=2)=[CH:16][CH:17]=1. The yield is 0.440. (2) The reactants are [C:1]1([C:7]2[CH:15]=[CH:14][C:10]([C:11](O)=[O:12])=[CH:9][CH:8]=2)[CH:6]=[CH:5][CH:4]=[CH:3][CH:2]=1.C(Cl)(=O)C(Cl)=O.[OH-].[NH4+:23]. The catalyst is C(Cl)Cl.CN(C=O)C. The product is [C:1]1([C:7]2[CH:15]=[CH:14][C:10]([C:11]([NH2:23])=[O:12])=[CH:9][CH:8]=2)[CH:6]=[CH:5][CH:4]=[CH:3][CH:2]=1. The yield is 0.710. (3) The catalyst is C1COCC1. The yield is 0.560. The product is [F:38][C:29]1[C:30]([CH2:31][OH:32])=[CH:35][C:36]([CH3:37])=[C:27]([C:22]2[CH:21]=[C:20]3[C:25]([CH:26]=[C:17]([NH:16][C:14]([CH:11]4[CH2:13][CH2:12]4)=[O:15])[N:18]=[CH:19]3)=[CH:24][CH:23]=2)[CH:28]=1. The reactants are [H-].C([Al+]CC(C)C)C(C)C.[CH:11]1([C:14]([NH:16][C:17]2[N:18]=[CH:19][C:20]3[C:25]([CH:26]=2)=[CH:24][CH:23]=[C:22]([C:27]2[C:36]([CH3:37])=[CH:35][C:30]([C:31](OC)=[O:32])=[C:29]([F:38])[CH:28]=2)[CH:21]=3)=[O:15])[CH2:13][CH2:12]1. (4) The reactants are C[O:2][C:3]1[CH:8]=[CH:7][C:6]([C:9]2([C:17]3[CH:22]=[CH:21][C:20]([O:23]C)=[CH:19][CH:18]=3)[CH2:11][CH:10]2[CH2:12][CH2:13][CH2:14][CH2:15][CH3:16])=[CH:5][CH:4]=1.B(Br)(Br)Br. The catalyst is C(Cl)Cl. The product is [OH:2][C:3]1[CH:4]=[CH:5][C:6]([C:9]2([C:17]3[CH:18]=[CH:19][C:20]([OH:23])=[CH:21][CH:22]=3)[CH2:11][CH:10]2[CH2:12][CH2:13][CH2:14][CH2:15][CH3:16])=[CH:7][CH:8]=1. The yield is 0.450. (5) The yield is 0.950. The product is [BrH:15].[CH3:14][C@H:8]1[CH2:7][CH2:6][C:5]2[C:4]([OH:3])=[CH:13][CH:12]=[CH:11][C:10]=2[NH:9]1. The reactants are Cl.C[O:3][C:4]1[CH:13]=[CH:12][CH:11]=[C:10]2[C:5]=1[CH2:6][CH2:7][C@H:8]([CH3:14])[NH:9]2.[BrH:15].BrC. No catalyst specified. (6) The reactants are [CH:1]1([N:4]2[C:9](=[O:10])[C:8]3[C:11]([OH:18])=[C:12]([CH3:17])[C:13](=[O:16])[N:14]([CH3:15])[C:7]=3[N:6]([C:19]3[CH:24]=[CH:23][C:22]([I:25])=[CH:21][C:20]=3[F:26])[C:5]2=[O:27])[CH2:3][CH2:2]1.N1C(C)=CC=CC=1C.[F:36][C:37]([F:50])([F:49])[S:38](O[S:38]([C:37]([F:50])([F:49])[F:36])(=[O:40])=[O:39])(=[O:40])=[O:39]. The catalyst is C(Cl)(Cl)Cl. The product is [CH:1]1([N:4]2[C:9](=[O:10])[C:8]3[C:11]([O:18][S:38]([C:37]([F:50])([F:49])[F:36])(=[O:40])=[O:39])=[C:12]([CH3:17])[C:13](=[O:16])[N:14]([CH3:15])[C:7]=3[N:6]([C:19]3[CH:24]=[CH:23][C:22]([I:25])=[CH:21][C:20]=3[F:26])[C:5]2=[O:27])[CH2:3][CH2:2]1. The yield is 0.930. (7) The reactants are [CH3:1][C@@:2]12[C:10](=[O:11])[CH2:9][CH2:8][C@H:7]1[C@@H:6]1[CH2:12][CH:13]=[C:14]3[CH2:19][C@@H:18]([OH:20])[CH2:17][CH2:16][C@:15]3([CH3:21])[C@H:5]1[CH2:4][CH2:3]2.N1C=CN=C1.[CH3:27][C:28]([Si:31](Cl)([C:38]1[CH:43]=[CH:42][CH:41]=[CH:40][CH:39]=1)[C:32]1[CH:37]=[CH:36][CH:35]=[CH:34][CH:33]=1)([CH3:30])[CH3:29]. The catalyst is C(Cl)Cl. The product is [Si:31]([O:20][C@@H:18]1[CH2:19][C:14]2[C@@:15]([CH3:21])([CH:5]3[CH:6]([CH2:12][CH:13]=2)[CH:7]2[C@@:2]([CH3:1])([C:10](=[O:11])[CH2:9][CH2:8]2)[CH2:3][CH2:4]3)[CH2:16][CH2:17]1)([C:28]([CH3:30])([CH3:29])[CH3:27])([C:38]1[CH:39]=[CH:40][CH:41]=[CH:42][CH:43]=1)[C:32]1[CH:37]=[CH:36][CH:35]=[CH:34][CH:33]=1. The yield is 0.980.